Predict the product of the given reaction. From a dataset of Forward reaction prediction with 1.9M reactions from USPTO patents (1976-2016). (1) Given the reactants [F:1][C:2]([F:13])([F:12])[C:3]1[CH:11]=[CH:10][C:6]([C:7]([OH:9])=O)=[CH:5][CH:4]=1.C(Cl)CCl.ON1C2C=CC=CC=2N=N1.[NH2:28][CH2:29][CH2:30][CH2:31][S:32][C:33]1[C:43]2[CH2:42][CH2:41][N:40](C(OC(C)(C)C)=O)[CH2:39][CH2:38][C:37]=2[CH:36]=[CH:35][C:34]=1[Cl:51].[F:52][C:53]([F:58])([F:57])[C:54]([OH:56])=[O:55], predict the reaction product. The product is: [F:52][C:53]([F:58])([F:57])[C:54]([OH:56])=[O:55].[Cl:51][C:34]1[CH:35]=[CH:36][C:37]2[CH2:38][CH2:39][NH:40][CH2:41][CH2:42][C:43]=2[C:33]=1[S:32][CH2:31][CH2:30][CH2:29][NH:28][C:7](=[O:9])[C:6]1[CH:5]=[CH:4][C:3]([C:2]([F:1])([F:13])[F:12])=[CH:11][CH:10]=1. (2) Given the reactants [ClH:1].N12CCC(CC1)[C@@H]([NH:10][C:11]([C:13]1[S:14][C:15]3[C:21]([C:22]4[CH:23]=[C:24]([CH:28]=[CH:29][CH:30]=4)[C:25]([OH:27])=O)=[CH:20][CH:19]=[CH:18][C:16]=3[CH:17]=1)=[O:12])C2.[CH:31]1([NH2:34])[CH2:33][CH2:32]1, predict the reaction product. The product is: [ClH:1].[CH:31]1([NH:34][C:25]([C:24]2[CH:23]=[C:22]([C:21]3[C:15]4[S:14][C:13]([C:11]([NH2:10])=[O:12])=[CH:17][C:16]=4[CH:18]=[CH:19][CH:20]=3)[CH:30]=[CH:29][CH:28]=2)=[O:27])[CH2:33][CH2:32]1. (3) Given the reactants F[B-](F)(F)F.C(C1C=CC=C(C(C)C)C=1[N+]1CCN(C2C(C(C)C)=CC=CC=2C(C)C)C=1)(C)C.C[Si]([N-][Si](C)(C)C)(C)C.[Li+].Br[C:46]1[CH:54]=[CH:53][CH:52]=[C:51]2[C:47]=1[CH:48]=[CH:49][N:50]2[S:55]([C:58]1[CH:63]=[CH:62][CH:61]=[CH:60][CH:59]=1)(=[O:57])=[O:56].[C:64]([O:67][C:68]([CH3:71])([CH3:70])[CH3:69])(=[O:66])[CH3:65], predict the reaction product. The product is: [C:58]1([S:55]([N:50]2[C:51]3[C:47](=[C:46]([CH2:65][C:64]([O:67][C:68]([CH3:71])([CH3:70])[CH3:69])=[O:66])[CH:54]=[CH:53][CH:52]=3)[CH:48]=[CH:49]2)(=[O:57])=[O:56])[CH:63]=[CH:62][CH:61]=[CH:60][CH:59]=1. (4) Given the reactants BrC1N(C(C)C)C2C(C3C=CC(Cl)=CC=3)N(C3C=C(C)C(=O)N(C)C=3)C(=O)C=2N=1.C(N1C=CC=C1B1OC(C)(C)C(C)(C)O1)(OC(C)(C)C)=O.[Cl:51][C:52]1[CH:57]=[CH:56][C:55]([CH:58]2[C:62]3[N:63]([CH:78]([CH3:80])[CH3:79])[C:64]([C:66]4[N:67](C(OC(C)(C)C)=O)[CH:68]=[CH:69][CH:70]=4)=[N:65][C:61]=3[C:60](=[O:81])[N:59]2[C:82]2[CH:87]=[C:86]([CH3:88])[C:85](=[O:89])[N:84]([CH3:90])[CH:83]=2)=[CH:54][CH:53]=1, predict the reaction product. The product is: [Cl:51][C:52]1[CH:53]=[CH:54][C:55]([CH:58]2[C:62]3[N:63]([CH:78]([CH3:80])[CH3:79])[C:64]([C:66]4[NH:67][CH:68]=[CH:69][CH:70]=4)=[N:65][C:61]=3[C:60](=[O:81])[N:59]2[C:82]2[CH:87]=[C:86]([CH3:88])[C:85](=[O:89])[N:84]([CH3:90])[CH:83]=2)=[CH:56][CH:57]=1.